This data is from NCI-60 drug combinations with 297,098 pairs across 59 cell lines. The task is: Regression. Given two drug SMILES strings and cell line genomic features, predict the synergy score measuring deviation from expected non-interaction effect. (1) Drug 1: CC1=C(N=C(N=C1N)C(CC(=O)N)NCC(C(=O)N)N)C(=O)NC(C(C2=CN=CN2)OC3C(C(C(C(O3)CO)O)O)OC4C(C(C(C(O4)CO)O)OC(=O)N)O)C(=O)NC(C)C(C(C)C(=O)NC(C(C)O)C(=O)NCCC5=NC(=CS5)C6=NC(=CS6)C(=O)NCCC[S+](C)C)O. Drug 2: C1=NNC2=C1C(=O)NC=N2. Cell line: UACC-257. Synergy scores: CSS=3.69, Synergy_ZIP=-1.96, Synergy_Bliss=-3.00, Synergy_Loewe=-12.0, Synergy_HSA=-1.77. (2) Drug 1: CC1CCC2CC(C(=CC=CC=CC(CC(C(=O)C(C(C(=CC(C(=O)CC(OC(=O)C3CCCCN3C(=O)C(=O)C1(O2)O)C(C)CC4CCC(C(C4)OC)OCCO)C)C)O)OC)C)C)C)OC. Drug 2: C1C(C(OC1N2C=NC(=NC2=O)N)CO)O. Cell line: SK-OV-3. Synergy scores: CSS=6.11, Synergy_ZIP=-1.50, Synergy_Bliss=0.868, Synergy_Loewe=-8.74, Synergy_HSA=-3.06. (3) Drug 1: C1=CC(=CC=C1CCCC(=O)O)N(CCCl)CCCl. Drug 2: C1CN(CCN1C(=O)CCBr)C(=O)CCBr. Cell line: A549. Synergy scores: CSS=38.9, Synergy_ZIP=-6.39, Synergy_Bliss=-3.05, Synergy_Loewe=-6.35, Synergy_HSA=1.23.